From a dataset of Reaction yield outcomes from USPTO patents with 853,638 reactions. Predict the reaction yield, written as a fraction of the theoretical maximum amount of product (1.0 means a 100% yield; for example, 0.34 means a 34% yield). (1) The reactants are Cl[C:2]1[N:7]=[C:6]([NH:8][C:9]2[CH:14]=[CH:13][C:12]([O:15][CH3:16])=[C:11]([Cl:17])[CH:10]=2)[N:5]=[C:4]([NH:18][CH:19]2[CH2:25][CH2:24][CH2:23][CH2:22][CH2:21][CH2:20]2)[N:3]=1.[CH3:26][NH:27][CH:28]1[CH2:33][CH2:32][N:31]([CH3:34])[CH2:30][CH2:29]1.[OH-].[Na+].O. The catalyst is O1CCOCC1.C(Cl)Cl. The product is [Cl:17][C:11]1[CH:10]=[C:9]([NH:8][C:6]2[N:5]=[C:4]([NH:18][CH:19]3[CH2:25][CH2:24][CH2:23][CH2:22][CH2:21][CH2:20]3)[N:3]=[C:2]([N:27]([CH3:26])[CH:28]3[CH2:33][CH2:32][N:31]([CH3:34])[CH2:30][CH2:29]3)[N:7]=2)[CH:14]=[CH:13][C:12]=1[O:15][CH3:16]. The yield is 0.309. (2) The reactants are [OH:1][C@@:2]1([C:9]#[C:10][C:11]2[CH:12]=[C:13]([C:17]3[C:18]4[S:30][CH:29]=[CH:28][C:19]=4[N:20]=[C:21]([C:23]([O:25]CC)=O)[N:22]=3)[CH:14]=[CH:15][CH:16]=2)[CH2:6][CH2:5][N:4]([CH3:7])[C:3]1=[O:8].[NH3:31]. The catalyst is CO. The product is [OH:1][C@@:2]1([C:9]#[C:10][C:11]2[CH:12]=[C:13]([C:17]3[C:18]4[S:30][CH:29]=[CH:28][C:19]=4[N:20]=[C:21]([C:23]([NH2:31])=[O:25])[N:22]=3)[CH:14]=[CH:15][CH:16]=2)[CH2:6][CH2:5][N:4]([CH3:7])[C:3]1=[O:8]. The yield is 0.450. (3) The reactants are [Cl:1][C:2]1[N:11]=[C:10](Cl)[C:9]2[C:4](=[CH:5][CH:6]=[CH:7][CH:8]=2)[N:3]=1.[NH2:13][C:14]1[CH:15]=[CH:16][C:17]([O:20][CH3:21])=[N:18][CH:19]=1.C([O-])(=O)C.[Na+]. The catalyst is C(OCC)(=O)C. The product is [Cl:1][C:2]1[N:11]=[C:10]([NH:13][C:14]2[CH:19]=[N:18][C:17]([O:20][CH3:21])=[CH:16][CH:15]=2)[C:9]2[C:4](=[CH:5][CH:6]=[CH:7][CH:8]=2)[N:3]=1. The yield is 0.980.